From a dataset of NCI-60 drug combinations with 297,098 pairs across 59 cell lines. Regression. Given two drug SMILES strings and cell line genomic features, predict the synergy score measuring deviation from expected non-interaction effect. Drug 1: CC1=C(C=C(C=C1)NC(=O)C2=CC=C(C=C2)CN3CCN(CC3)C)NC4=NC=CC(=N4)C5=CN=CC=C5. Drug 2: CC(C)(C#N)C1=CC(=CC(=C1)CN2C=NC=N2)C(C)(C)C#N. Cell line: OVCAR-8. Synergy scores: CSS=-1.92, Synergy_ZIP=1.87, Synergy_Bliss=1.04, Synergy_Loewe=-4.53, Synergy_HSA=-3.44.